From a dataset of NCI-60 drug combinations with 297,098 pairs across 59 cell lines. Regression. Given two drug SMILES strings and cell line genomic features, predict the synergy score measuring deviation from expected non-interaction effect. (1) Drug 1: C1=CC=C(C=C1)NC(=O)CCCCCCC(=O)NO. Drug 2: CC1CCCC2(C(O2)CC(NC(=O)CC(C(C(=O)C(C1O)C)(C)C)O)C(=CC3=CSC(=N3)C)C)C. Cell line: TK-10. Synergy scores: CSS=42.6, Synergy_ZIP=2.10, Synergy_Bliss=3.01, Synergy_Loewe=-5.33, Synergy_HSA=3.74. (2) Synergy scores: CSS=4.45, Synergy_ZIP=0.137, Synergy_Bliss=1.48, Synergy_Loewe=-3.21, Synergy_HSA=-1.37. Drug 1: C1CN(P(=O)(OC1)NCCCl)CCCl. Cell line: U251. Drug 2: C1C(C(OC1N2C=NC(=NC2=O)N)CO)O. (3) Drug 1: CC1=CC=C(C=C1)C2=CC(=NN2C3=CC=C(C=C3)S(=O)(=O)N)C(F)(F)F. Drug 2: CC12CCC3C(C1CCC2OP(=O)(O)O)CCC4=C3C=CC(=C4)OC(=O)N(CCCl)CCCl.[Na+]. Cell line: CAKI-1. Synergy scores: CSS=-3.79, Synergy_ZIP=2.36, Synergy_Bliss=-1.44, Synergy_Loewe=-4.13, Synergy_HSA=-4.84. (4) Synergy scores: CSS=8.96, Synergy_ZIP=0.630, Synergy_Bliss=2.36, Synergy_Loewe=0.261, Synergy_HSA=1.71. Drug 1: CC1CCC2CC(C(=CC=CC=CC(CC(C(=O)C(C(C(=CC(C(=O)CC(OC(=O)C3CCCCN3C(=O)C(=O)C1(O2)O)C(C)CC4CCC(C(C4)OC)O)C)C)O)OC)C)C)C)OC. Drug 2: CC1CCC2CC(C(=CC=CC=CC(CC(C(=O)C(C(C(=CC(C(=O)CC(OC(=O)C3CCCCN3C(=O)C(=O)C1(O2)O)C(C)CC4CCC(C(C4)OC)OCCO)C)C)O)OC)C)C)C)OC. Cell line: A498. (5) Drug 1: CC12CCC3C(C1CCC2=O)CC(=C)C4=CC(=O)C=CC34C. Drug 2: CCN(CC)CCNC(=O)C1=C(NC(=C1C)C=C2C3=C(C=CC(=C3)F)NC2=O)C. Cell line: CCRF-CEM. Synergy scores: CSS=52.1, Synergy_ZIP=2.42, Synergy_Bliss=2.42, Synergy_Loewe=-0.227, Synergy_HSA=-0.0789. (6) Drug 1: CC1CCC2CC(C(=CC=CC=CC(CC(C(=O)C(C(C(=CC(C(=O)CC(OC(=O)C3CCCCN3C(=O)C(=O)C1(O2)O)C(C)CC4CCC(C(C4)OC)O)C)C)O)OC)C)C)C)OC. Drug 2: CNC(=O)C1=NC=CC(=C1)OC2=CC=C(C=C2)NC(=O)NC3=CC(=C(C=C3)Cl)C(F)(F)F. Cell line: TK-10. Synergy scores: CSS=0.771, Synergy_ZIP=2.38, Synergy_Bliss=6.17, Synergy_Loewe=-5.88, Synergy_HSA=0.504. (7) Drug 1: C1CC(C1)(C(=O)O)C(=O)O.[NH2-].[NH2-].[Pt+2]. Drug 2: CC1C(C(CC(O1)OC2CC(CC3=C2C(=C4C(=C3O)C(=O)C5=CC=CC=C5C4=O)O)(C(=O)C)O)N)O. Cell line: MOLT-4. Synergy scores: CSS=45.6, Synergy_ZIP=-0.824, Synergy_Bliss=-0.992, Synergy_Loewe=-21.1, Synergy_HSA=0.354.